This data is from Full USPTO retrosynthesis dataset with 1.9M reactions from patents (1976-2016). The task is: Predict the reactants needed to synthesize the given product. (1) Given the product [C:12]([NH:1][C:2]1[CH:3]=[CH:4][C:5]([C:6]([O:8][CH3:9])=[O:7])=[CH:10][CH:11]=1)(=[O:18])[CH2:13][CH2:14][CH2:15][CH2:16][CH3:17], predict the reactants needed to synthesize it. The reactants are: [NH2:1][C:2]1[CH:11]=[CH:10][C:5]([C:6]([O:8][CH3:9])=[O:7])=[CH:4][CH:3]=1.[C:12](Cl)(=[O:18])[CH2:13][CH2:14][CH2:15][CH2:16][CH3:17]. (2) Given the product [CH3:31][S:28]([O:27][CH2:26][CH2:25][N:8]([CH2:7][CH2:6][O:5][S:2]([CH3:1])(=[O:4])=[O:3])[C:9]1[C:10]([N+:22]([O-:24])=[O:23])=[CH:11][C:12]([N+:19]([O-:21])=[O:20])=[C:13]([CH:18]=1)[C:14]([OH:16])=[O:15])(=[O:29])=[O:30], predict the reactants needed to synthesize it. The reactants are: [CH3:1][S:2]([O:5][CH2:6][CH2:7][N:8]([CH2:25][CH2:26][O:27][S:28]([CH3:31])(=[O:30])=[O:29])[C:9]1[C:10]([N+:22]([O-:24])=[O:23])=[CH:11][C:12]([N+:19]([O-:21])=[O:20])=[C:13]([CH:18]=1)[C:14]([O:16]C)=[O:15])(=[O:4])=[O:3].[OH-].[K+]. (3) Given the product [C:1]([O:5][C:6]([N:8]([CH3:9])[CH2:10][C:11]([O:13][NH:21][C:19]([O:18][C:14]([CH3:17])([CH3:16])[CH3:15])=[O:20])=[O:12])=[O:7])([CH3:4])([CH3:2])[CH3:3], predict the reactants needed to synthesize it. The reactants are: [C:1]([O:5][C:6]([N:8]([CH2:10][C:11]([O-:13])=[O:12])[CH3:9])=[O:7])([CH3:4])([CH3:3])[CH3:2].[C:14]([O:18][C:19]([NH:21]O)=[O:20])([CH3:17])([CH3:16])[CH3:15]. (4) Given the product [C:1]1([N:7]2[CH:11]=[CH:10][C:9]([N:12]([C:13]3[CH:17]=[C:16]([CH3:18])[N:15]([C:19]4[CH:20]=[CH:21][CH:22]=[CH:23][CH:24]=4)[N:14]=3)[C:31]3[CH:30]=[C:29]([C:25]([CH3:27])([CH3:26])[CH3:28])[CH:34]=[C:33]([C:35]([CH3:38])([CH3:37])[CH3:36])[CH:32]=3)=[N:8]2)[CH:6]=[CH:5][CH:4]=[CH:3][CH:2]=1, predict the reactants needed to synthesize it. The reactants are: [C:1]1([N:7]2[CH:11]=[CH:10][C:9]([NH:12][C:13]3[CH:17]=[C:16]([CH3:18])[N:15]([C:19]4[CH:24]=[CH:23][CH:22]=[CH:21][CH:20]=4)[N:14]=3)=[N:8]2)[CH:6]=[CH:5][CH:4]=[CH:3][CH:2]=1.[C:25]([C:29]1[CH:30]=[C:31](Br)[CH:32]=[C:33]([C:35]([CH3:38])([CH3:37])[CH3:36])[CH:34]=1)([CH3:28])([CH3:27])[CH3:26].CC(C)([O-])C.[Na+].C(P(C(C)(C)C)C1(C)CC1(C1C=CC=CC=1)C1C=CC=CC=1)(C)(C)C.[Cl-].[NH4+]. (5) Given the product [CH:1]1([N:6]2[C:14]3[CH:13]=[C:12]([CH:15]([OH:34])[CH2:16][OH:38])[CH:11]=[C:10]([C:17]([NH:19][CH2:20][C:21]4[C:22](=[O:29])[NH:23][C:24]([CH3:28])=[CH:25][C:26]=4[CH3:27])=[O:18])[C:9]=3[CH:8]=[N:7]2)[CH2:5][CH2:4][CH2:3][CH2:2]1, predict the reactants needed to synthesize it. The reactants are: [CH:1]1([N:6]2[C:14]3[CH:13]=[C:12]([CH:15]=[CH2:16])[CH:11]=[C:10]([C:17]([NH:19][CH2:20][C:21]4[C:22](=[O:29])[NH:23][C:24]([CH3:28])=[CH:25][C:26]=4[CH3:27])=[O:18])[C:9]=3[CH:8]=[N:7]2)[CH2:5][CH2:4][CH2:3][CH2:2]1.C[N+]1([O-])CC[O:34]CC1.[OH2:38]. (6) Given the product [CH3:3][C:4]1([C:9]2[S:13][CH:12]=[C:11]([CH2:14][N:15]3[CH:19]=[C:18]([NH2:20])[CH:17]=[N:16]3)[CH:10]=2)[O:8][CH2:7][CH2:6][O:5]1, predict the reactants needed to synthesize it. The reactants are: N#N.[CH3:3][C:4]1([C:9]2[S:13][CH:12]=[C:11]([CH2:14][N:15]3[CH:19]=[C:18]([N+:20]([O-])=O)[CH:17]=[N:16]3)[CH:10]=2)[O:8][CH2:7][CH2:6][O:5]1.[NH4+].[Cl-]. (7) Given the product [N:1]1([S:6]([C:9]2[CH:16]=[CH:15][CH:14]=[CH:13][C:10]=2[CH2:11][NH2:12])(=[O:8])=[O:7])[CH2:2][CH2:3][CH2:4][CH2:5]1, predict the reactants needed to synthesize it. The reactants are: [N:1]1([S:6]([C:9]2[CH:16]=[CH:15][CH:14]=[CH:13][C:10]=2[C:11]#[N:12])(=[O:8])=[O:7])[CH2:5][CH2:4][CH2:3][CH2:2]1. (8) Given the product [CH2:1]([O:3][C:4]([C:6]1[C:7]([OH:21])=[C:8]2[C:14]([C:15]3[CH:16]=[CH:17][CH:18]=[CH:19][CH:20]=3)=[N:13][O:12][C:9]2=[C:10]([Br:22])[N:11]=1)=[O:5])[CH3:2], predict the reactants needed to synthesize it. The reactants are: [CH2:1]([O:3][C:4]([C:6]1[C:7]([OH:21])=[C:8]2[C:14]([C:15]3[CH:20]=[CH:19][CH:18]=[CH:17][CH:16]=3)=[N:13][O:12][C:9]2=[CH:10][N:11]=1)=[O:5])[CH3:2].[Br:22]N1C(=O)CCC1=O. (9) Given the product [O:30]=[C:10]1[C@@H:9]([NH:8][C:6](=[O:7])[O:5][C:1]([CH3:4])([CH3:3])[CH3:2])[CH2:13][CH2:12][N:11]1[CH:14]1[CH2:15][CH2:16][NH:17][CH2:18][CH2:19]1, predict the reactants needed to synthesize it. The reactants are: [C:1]([O:5][C:6]([NH:8][C@H:9]1[CH2:13][CH2:12][N:11]([CH:14]2[CH2:19][CH2:18][N:17](C(OCC3C=CC=CC=3)=O)[CH2:16][CH2:15]2)[C:10]1=[O:30])=[O:7])([CH3:4])([CH3:3])[CH3:2].[H][H].